From a dataset of Forward reaction prediction with 1.9M reactions from USPTO patents (1976-2016). Predict the product of the given reaction. (1) The product is: [C:1]([N:4]([CH2:23][C:24]1[CH:29]=[C:28]([C:30]([F:33])([F:32])[F:31])[CH:27]=[C:26]([C:34]([F:37])([F:36])[F:35])[CH:25]=1)[CH:5]1[CH2:11][CH2:10][CH2:9][N:8]([C:12]([O:14][CH:15]([CH3:17])[CH3:16])=[O:13])[C:7]2[C:18]([NH2:41])=[CH:19][CH:20]=[CH:21][C:6]1=2)(=[O:3])[CH3:2]. Given the reactants [C:1]([N:4]([CH2:23][C:24]1[CH:29]=[C:28]([C:30]([F:33])([F:32])[F:31])[CH:27]=[C:26]([C:34]([F:37])([F:36])[F:35])[CH:25]=1)[CH:5]1[CH2:11][CH2:10][CH2:9][N:8]([C:12]([O:14][CH:15]([CH3:17])[CH3:16])=[O:13])[C:7]2[C:18](Br)=[CH:19][CH:20]=[CH:21][C:6]1=2)(=[O:3])[CH3:2].C([N:41](CC1C=C(C(F)(F)F)C=C(C(F)(F)F)C=1)C1CCCN(C(OC(C)C)=O)C2C=C(N)C=CC1=2)(=O)C, predict the reaction product. (2) Given the reactants Br[C:2]1[CH:3]=[N:4][CH:5]=[CH:6][C:7]=1[CH2:8][CH:9]1[CH2:18][CH2:17][C:16]2[C:11](=[CH:12][C:13]([O:21][CH3:22])=[C:14]([O:19][CH3:20])[CH:15]=2)[C:10]1=[O:23].[CH2:24]([O:26]C([Sn](CCCC)(CCCC)CCCC)=C)[CH3:25], predict the reaction product. The product is: [C:24]([C:2]1[CH:3]=[N:4][CH:5]=[CH:6][C:7]=1[CH2:8][CH:9]1[CH2:18][CH2:17][C:16]2[C:11](=[CH:12][C:13]([O:21][CH3:22])=[C:14]([O:19][CH3:20])[CH:15]=2)[C:10]1=[O:23])(=[O:26])[CH3:25].